This data is from Forward reaction prediction with 1.9M reactions from USPTO patents (1976-2016). The task is: Predict the product of the given reaction. (1) Given the reactants [CH3:1][O:2][CH:3]([CH2:10][CH2:11][CH2:12][CH2:13][CH2:14][CH2:15][CH2:16][CH2:17][CH3:18])[CH2:4][C@H:5]1[O:8][C:7](=[O:9])[CH2:6]1.[OH-:19].[Na+], predict the reaction product. The product is: [OH:8][C@H:5]([CH2:4][CH:3]([O:2][CH3:1])[CH2:10][CH2:11][CH2:12][CH2:13][CH2:14][CH2:15][CH2:16][CH2:17][CH3:18])[CH2:6][C:7]([OH:19])=[O:9]. (2) Given the reactants [F:1][C:2]1[C:3]([CH:24]([CH3:26])[CH3:25])=[N:4][C:5]([N:8]2[CH2:16][CH:15]3[C:10]([C:18]4[CH:19]=[N:20][CH:21]=[CH:22][CH:23]=4)([N:11]=[C:12]([NH2:17])[S:13][CH2:14]3)[CH2:9]2)=[N:6][CH:7]=1.CO, predict the reaction product. The product is: [F:1][C:2]1[C:3]([CH:24]([CH3:26])[CH3:25])=[N:4][C:5]([N:8]2[CH2:16][C@@H:15]3[C@@:10]([C:18]4[CH:19]=[N:20][CH:21]=[CH:22][CH:23]=4)([N:11]=[C:12]([NH2:17])[S:13][CH2:14]3)[CH2:9]2)=[N:6][CH:7]=1. (3) Given the reactants [CH3:1][S:2]([NH2:5])(=[O:4])=[O:3].[H-].[Na+].[C:8]([C:11]1[CH:12]=[C:13]([CH:17]2[CH2:26][C:25]([CH3:28])([CH3:27])[C:24]3[C:19](=[CH:20][CH:21]=[C:22]([C:29](O)=[O:30])[CH:23]=3)[NH:18]2)[CH:14]=[CH:15][CH:16]=1)(=[O:10])[NH2:9].C(N1C=CN=C1)(N1C=CN=C1)=O, predict the reaction product. The product is: [CH3:1][S:2]([NH:5][C:29]([C:22]1[CH:23]=[C:24]2[C:19](=[CH:20][CH:21]=1)[NH:18][CH:17]([C:13]1[CH:12]=[C:11]([CH:16]=[CH:15][CH:14]=1)[C:8]([NH2:9])=[O:10])[CH2:26][C:25]2([CH3:28])[CH3:27])=[O:30])(=[O:4])=[O:3]. (4) Given the reactants [Cl:1][C:2]1[CH:7]=[CH:6][C:5]([SH:8])=[CH:4][CH:3]=1.S(Cl)([Cl:12])(=O)=O, predict the reaction product. The product is: [Cl:1][C:2]1[CH:7]=[CH:6][C:5]([S:8][Cl:12])=[CH:4][CH:3]=1. (5) Given the reactants Cl[C:2]1[N:7]=[C:6]([NH2:8])[N:5]=[C:4]([NH:9][C:10]2[CH:15]=[CH:14][C:13]([O:16][C:17]3[CH:22]=[CH:21][N:20]=[C:19]([CH3:23])[CH:18]=3)=[CH:12][CH:11]=2)[CH:3]=1.[C:24]1(/[CH:30]=[CH:31]/B(O)O)[CH:29]=[CH:28][CH:27]=[CH:26][CH:25]=1, predict the reaction product. The product is: [CH3:23][C:19]1[CH:18]=[C:17]([O:16][C:13]2[CH:14]=[CH:15][C:10]([NH:9][C:4]3[CH:3]=[C:2](/[CH:31]=[CH:30]/[C:24]4[CH:29]=[CH:28][CH:27]=[CH:26][CH:25]=4)[N:7]=[C:6]([NH2:8])[N:5]=3)=[CH:11][CH:12]=2)[CH:22]=[CH:21][N:20]=1. (6) Given the reactants [NH2:1][C:2]1[CH:3]=[C:4]([CH:10]=[CH:11][C:12]=1[F:13])[C:5]([NH:7][CH2:8][CH3:9])=[O:6].[O:14]=[C:15]([CH2:21][CH3:22])[CH2:16][C:17](OC)=[O:18], predict the reaction product. The product is: [O:18]=[C:17]([NH:1][C:2]1[CH:3]=[C:4]([CH:10]=[CH:11][C:12]=1[F:13])[C:5]([NH:7][CH2:8][CH3:9])=[O:6])[CH2:16][C:15](=[O:14])[CH2:21][CH3:22]. (7) Given the reactants [CH3:1][C:2]1[CH:18]=[CH:17][CH:16]=[C:15]([CH3:19])[C:3]=1[O:4][C:5]1[CH:10]=[CH:9][C:8]([N+:11]([O-])=O)=[CH:7][C:6]=1[CH3:14].CC(C)=O.[Cl-].[NH4+], predict the reaction product. The product is: [CH3:19][C:15]1[CH:16]=[CH:17][CH:18]=[C:2]([CH3:1])[C:3]=1[O:4][C:5]1[CH:10]=[CH:9][C:8]([NH2:11])=[CH:7][C:6]=1[CH3:14]. (8) The product is: [F:1][C:2]1[CH:7]=[C:6]([N+:8]([O-:10])=[O:9])[CH:5]=[CH:4][C:3]=1[CH2:11][C:12]([O:14][CH2:15][CH3:16])=[O:13]. Given the reactants [F:1][C:2]1[CH:7]=[C:6]([N+:8]([O-:10])=[O:9])[CH:5]=[CH:4][C:3]=1[CH:11](C(OCC)=O)[C:12]([O:14][CH2:15][CH3:16])=[O:13].[Na+].[Cl-], predict the reaction product. (9) The product is: [CH:20]1([NH:23][C:24]([C:26]2[S:39][C:29]3=[N:30][C:31]([O:9][CH2:8][CH2:7][C:6]4[S:5][CH:4]=[N:3][C:2]=4[CH3:1])=[C:32]([Cl:35])[C:33]([CH3:34])=[C:28]3[C:27]=2[NH2:40])=[O:25])[CH2:22][CH2:21]1. Given the reactants [CH3:1][C:2]1[N:3]=[CH:4][S:5][C:6]=1[CH2:7][CH2:8][OH:9].C[Si]([N-][Si](C)(C)C)(C)C.[Li+].[CH:20]1([NH:23][C:24]([C:26]2[S:39][C:29]3=[N:30][C:31](S(C)=O)=[C:32]([Cl:35])[C:33]([CH3:34])=[C:28]3[C:27]=2[NH2:40])=[O:25])[CH2:22][CH2:21]1, predict the reaction product.